This data is from Reaction yield outcomes from USPTO patents with 853,638 reactions. The task is: Predict the reaction yield, written as a fraction of the theoretical maximum amount of product (1.0 means a 100% yield; for example, 0.34 means a 34% yield). The reactants are Br[C:2]1[CH:23]=[CH:22][C:5]([C:6]([NH:8][S:9]([C:12]2[CH:17]=[CH:16][CH:15]=[CH:14][C:13]=2[S:18](=[O:21])(=[O:20])[NH2:19])(=[O:11])=[O:10])=[O:7])=[CH:4][C:3]=1[CH2:24][OH:25].[CH:26]1([C:31]#[CH:32])[CH2:30][CH2:29][CH2:28][CH2:27]1.C(N(CC)CC)C.O. The catalyst is CN(C)C=O.[Cu]I.C1C=CC([P]([Pd]([P](C2C=CC=CC=2)(C2C=CC=CC=2)C2C=CC=CC=2)([P](C2C=CC=CC=2)(C2C=CC=CC=2)C2C=CC=CC=2)[P](C2C=CC=CC=2)(C2C=CC=CC=2)C2C=CC=CC=2)(C2C=CC=CC=2)C2C=CC=CC=2)=CC=1.C(OCC)(=O)C. The product is [CH:26]1([C:31]#[C:32][C:2]2[CH:23]=[CH:22][C:5]([C:6]([NH:8][S:9]([C:12]3[CH:17]=[CH:16][CH:15]=[CH:14][C:13]=3[S:18](=[O:21])(=[O:20])[NH2:19])(=[O:11])=[O:10])=[O:7])=[CH:4][C:3]=2[CH2:24][OH:25])[CH2:30][CH2:29][CH2:28][CH2:27]1. The yield is 0.220.